The task is: Predict the reactants needed to synthesize the given product.. This data is from Full USPTO retrosynthesis dataset with 1.9M reactions from patents (1976-2016). (1) The reactants are: [C:1]([O:5][C:6]([N:8]1[CH2:13][CH2:12][CH2:11][C@@H:10]([N:14]([CH2:30]C=C)[C:15](=[O:29])[C@H:16]([NH:20][C:21]2[CH:26]=[C:25]([F:27])[CH:24]=[C:23]([Cl:28])[CH:22]=2)[CH2:17][CH:18]=[CH2:19])[CH2:9]1)=[O:7])([CH3:4])([CH3:3])[CH3:2]. Given the product [Cl:28][C:23]1[CH:22]=[C:21]([NH:20][C@@H:16]2[CH2:17][CH:18]=[CH:19][CH2:30][N:14]([C@@H:10]3[CH2:11][CH2:12][CH2:13][N:8]([C:6]([O:5][C:1]([CH3:2])([CH3:4])[CH3:3])=[O:7])[CH2:9]3)[C:15]2=[O:29])[CH:26]=[C:25]([F:27])[CH:24]=1, predict the reactants needed to synthesize it. (2) Given the product [C:1]([O:5][C:6](=[O:41])[N:7]([CH2:30][C:31]1[CH:40]=[CH:39][C:34]2[O:35][CH2:36][CH2:37][O:38][C:33]=2[CH:32]=1)[CH:8]1[CH2:9][CH2:10][N:11]([CH2:14][CH2:15][N:16]2[C:25]3[C:20](=[C:21]([NH2:26])[CH:22]=[CH:23][CH:24]=3)[CH:19]=[CH:18][C:17]2=[O:29])[CH2:12][CH2:13]1)([CH3:4])([CH3:2])[CH3:3], predict the reactants needed to synthesize it. The reactants are: [C:1]([O:5][C:6](=[O:41])[N:7]([CH2:30][C:31]1[CH:40]=[CH:39][C:34]2[O:35][CH2:36][CH2:37][O:38][C:33]=2[CH:32]=1)[CH:8]1[CH2:13][CH2:12][N:11]([CH2:14][CH2:15][N:16]2[C:25]3[C:20](=[C:21]([N+:26]([O-])=O)[CH:22]=[CH:23][CH:24]=3)[CH:19]=[CH:18][C:17]2=[O:29])[CH2:10][CH2:9]1)([CH3:4])([CH3:3])[CH3:2]. (3) The reactants are: [F:1][C:2]1[CH:7]=[CH:6][C:5]([C:8]2[N:13]=[CH:12][C:11]([CH:14]=[CH:15][C:16]([OH:18])=O)=[CH:10][N:9]=2)=[CH:4][CH:3]=1.[NH2:19][C:20]1[S:21][CH:22]=[CH:23][N:24]=1.CN(C(ON1N=NC2C=CC=NC1=2)=[N+](C)C)C.F[P-](F)(F)(F)(F)F.C(N(CC)CC)C. Given the product [F:1][C:2]1[CH:3]=[CH:4][C:5]([C:8]2[N:9]=[CH:10][C:11]([CH:14]=[CH:15][C:16]([NH:19][C:20]3[S:21][CH:22]=[CH:23][N:24]=3)=[O:18])=[CH:12][N:13]=2)=[CH:6][CH:7]=1, predict the reactants needed to synthesize it. (4) Given the product [Cl:11][C:5]1[CH:4]=[CH:3][C:2]([S:1][C:12]2[C:17]([CH2:18][OH:19])=[CH:16][C:15]([Cl:21])=[CH:14][CH:13]=2)=[C:7]([CH2:8][OH:9])[CH:6]=1, predict the reactants needed to synthesize it. The reactants are: [S:1]([C:12]1[C:17]([C:18](O)=[O:19])=[CH:16][C:15]([Cl:21])=[CH:14][CH:13]=1)[C:2]1[C:7]([C:8](O)=[O:9])=[CH:6][C:5]([Cl:11])=[CH:4][CH:3]=1.C(C1C=CC=C([N+]([O-])=O)C=1SC1C=CC(F)=CC=1C(O)=O)(O)=O.B. (5) Given the product [C:29]([O:15][CH2:14][CH2:13][N:12]1[C:8]([C:5]2[CH:4]=[CH:3][C:2]([F:1])=[CH:7][CH:6]=2)=[C:9]([C:17]2[CH:18]=[CH:19][C:20]3[O:25][CH2:24][C:23](=[O:26])[NH:22][C:21]=3[CH:27]=2)[C:10]([CH3:16])=[N:11]1)(=[O:30])[CH3:28], predict the reactants needed to synthesize it. The reactants are: [F:1][C:2]1[CH:7]=[CH:6][C:5]([C:8]2[N:12]([CH2:13][CH2:14][OH:15])[N:11]=[C:10]([CH3:16])[C:9]=2[C:17]2[CH:18]=[CH:19][C:20]3[O:25][CH2:24][C:23](=[O:26])[NH:22][C:21]=3[CH:27]=2)=[CH:4][CH:3]=1.[CH3:28][C:29](OC(C)=O)=[O:30]. (6) Given the product [CH3:26][C@@H:21]1[CH2:22][CH2:23][C@@H:24]([CH3:25])[N:20]1[C:18]([C:15]1[CH:16]=[CH:17][C:12]([C:9]2[CH:10]=[CH:11][C:6]([O:5][CH2:4][CH2:3][CH2:2][N:27]3[CH2:32][CH2:31][O:30][CH2:29][CH2:28]3)=[CH:7][CH:8]=2)=[CH:13][CH:14]=1)=[O:19], predict the reactants needed to synthesize it. The reactants are: Cl[CH2:2][CH2:3][CH2:4][O:5][C:6]1[CH:11]=[CH:10][C:9]([C:12]2[CH:17]=[CH:16][C:15]([C:18]([N:20]3[C@H:24]([CH3:25])[CH2:23][CH2:22][C@H:21]3[CH3:26])=[O:19])=[CH:14][CH:13]=2)=[CH:8][CH:7]=1.[NH:27]1[CH2:32][CH2:31][O:30][CH2:29][CH2:28]1.